This data is from Forward reaction prediction with 1.9M reactions from USPTO patents (1976-2016). The task is: Predict the product of the given reaction. Given the reactants [C:1]([CH2:4][CH2:5][NH:6][C:7]1[CH:12]=[CH:11][C:10]([C:13](=[N:28][OH:29])[CH2:14][O:15][C:16]2[CH:27]=[CH:26][C:19]([C:20]([O:22]CC=C)=[O:21])=[CH:18][CH:17]=2)=[CH:9][C:8]=1[C:30]([CH3:33])([CH3:32])[CH3:31])(=[O:3])[CH3:2].N1CCOCC1, predict the reaction product. The product is: [C:1]([CH2:4][CH2:5][NH:6][C:7]1[CH:12]=[CH:11][C:10]([C:13](=[N:28][OH:29])[CH2:14][O:15][C:16]2[CH:27]=[CH:26][C:19]([C:20]([OH:22])=[O:21])=[CH:18][CH:17]=2)=[CH:9][C:8]=1[C:30]([CH3:33])([CH3:32])[CH3:31])(=[O:3])[CH3:2].